From a dataset of Full USPTO retrosynthesis dataset with 1.9M reactions from patents (1976-2016). Predict the reactants needed to synthesize the given product. (1) Given the product [ClH:20].[Cl:20][C:19]1[C:14]([C:11]2([F:21])[CH2:10][CH2:9][NH:8][CH2:13][CH2:12]2)=[N:15][CH:16]=[CH:17][CH:18]=1, predict the reactants needed to synthesize it. The reactants are: C(OC([N:8]1[CH2:13][CH2:12][C:11]([F:21])([C:14]2[C:19]([Cl:20])=[CH:18][CH:17]=[CH:16][N:15]=2)[CH2:10][CH2:9]1)=O)(C)(C)C. (2) Given the product [CH:8]1([CH2:13][C@H:14]([CH2:35][N:36]([CH:45]=[O:46])[O:37][CH2:38][C:39]2[CH:40]=[CH:41][CH:42]=[CH:43][CH:44]=2)[C:15]([N:17]2[C@H:21]([C:22]([NH:77][C:75]3[CH:74]=[CH:73][N:72]=[C:71]([N:68]4[CH2:69][CH2:70][C@H:66]([N:65]([CH3:78])[CH3:64])[CH2:67]4)[N:76]=3)=[O:24])[CH2:20][CH2:19][N:18]2[C:25]([O:27][CH2:28][C:29]2[CH:34]=[CH:33][CH:32]=[CH:31][CH:30]=2)=[O:26])=[O:16])[CH2:12][CH2:11][CH2:10][CH2:9]1, predict the reactants needed to synthesize it. The reactants are: CN1CCOCC1.[CH:8]1([CH2:13][C@H:14]([CH2:35][N:36]([CH:45]=[O:46])[O:37][CH2:38][C:39]2[CH:44]=[CH:43][CH:42]=[CH:41][CH:40]=2)[C:15]([N:17]2[C@H:21]([C:22]([OH:24])=O)[CH2:20][CH2:19][N:18]2[C:25]([O:27][CH2:28][C:29]2[CH:34]=[CH:33][CH:32]=[CH:31][CH:30]=2)=[O:26])=[O:16])[CH2:12][CH2:11][CH2:10][CH2:9]1.COC1N=C(OC)N=C([N+]2(C)CCOCC2)N=1.[CH3:64][N:65]([CH3:78])[C@H:66]1[CH2:70][CH2:69][N:68]([C:71]2[N:76]=[C:75]([NH2:77])[CH:74]=[CH:73][N:72]=2)[CH2:67]1. (3) Given the product [NH2:15][C:13]1[S:14][C:10]2[CH:9]=[C:8]([C:5]3[CH:4]=[CH:3][C:2]([NH:1][C:35](=[O:36])[CH2:34][C:31]4[CH:32]=[CH:33][C:28]([F:27])=[CH:29][CH:30]=4)=[CH:7][CH:6]=3)[CH:17]=[CH:16][C:11]=2[N:12]=1, predict the reactants needed to synthesize it. The reactants are: [NH2:1][C:2]1[CH:7]=[CH:6][C:5]([C:8]2[CH:17]=[CH:16][C:11]3[N:12]=[C:13]([NH2:15])[S:14][C:10]=3[CH:9]=2)=[CH:4][CH:3]=1.CCN(C(C)C)C(C)C.[F:27][C:28]1[CH:33]=[CH:32][C:31]([CH2:34][C:35](O)=[O:36])=[CH:30][CH:29]=1.CN(C(ON1N=NC2C=CC=NC1=2)=[N+](C)C)C.F[P-](F)(F)(F)(F)F. (4) Given the product [Br:9][CH2:10][CH2:11][O:8][C:5]1[CH:6]=[CH:7][C:2]([Cl:1])=[CH:3][CH:4]=1, predict the reactants needed to synthesize it. The reactants are: [Cl:1][C:2]1[CH:7]=[CH:6][C:5]([OH:8])=[CH:4][CH:3]=1.[Br:9][CH2:10][CH2:11]O.C1(P(C2C=CC=CC=2)C2C=CC=CC=2)C=CC=CC=1.CC(OC(/N=N/C(OC(C)C)=O)=O)C. (5) Given the product [CH3:2][C:3]1([N:6]2[CH2:15][CH2:16][C:17]3[N:18]=[CH:19][S:20][C:21]=3[CH2:22]2)[CH2:5][CH2:4]1, predict the reactants needed to synthesize it. The reactants are: Cl.[CH3:2][C:3]1([NH2:6])[CH2:5][CH2:4]1.ClCCl.CS(O[CH2:15][CH2:16][C:17]1[N:18]=[CH:19][S:20][C:21]=1[CH2:22]OS(C)(=O)=O)(=O)=O. (6) Given the product [CH2:4]1[CH:3]2[CH:2]([C:20]3[O:21][N:22]=[C:23]([NH2:30])[N:33]=3)[CH2:15][N:14]([CH2:13]2)[CH2:5]1, predict the reactants needed to synthesize it. The reactants are: C[C:2]1([CH3:20])[CH2:15][N:14]2[C:5](=NC3C([C:13]2=O)=CC=C(C(O)=O)C=3)[CH2:4][CH2:3]1.[OH:21][NH:22][C:23](=[NH:30])C1C=CC=CN=1.CC[N:33]=C=NCCCN(C)C.C1C=CC2N(O)N=NC=2C=1. (7) Given the product [Cl:1][C:2]1[N:7]=[C:6]2[N:8]([CH2:11][C:12]3[C:21]4[C:16](=[CH:17][CH:18]=[CH:19][CH:20]=4)[CH:15]=[CH:14][CH:13]=3)[CH:9]=[N:10][C:5]2=[C:4]([O:24][CH3:23])[CH:3]=1, predict the reactants needed to synthesize it. The reactants are: [Cl:1][C:2]1[N:7]=[C:6]2[N:8]([CH2:11][C:12]3[C:21]4[C:16](=[CH:17][CH:18]=[CH:19][CH:20]=4)[CH:15]=[CH:14][CH:13]=3)[CH:9]=[N:10][C:5]2=[C:4](Cl)[CH:3]=1.[CH3:23][O-:24].[Na+].